From a dataset of Full USPTO retrosynthesis dataset with 1.9M reactions from patents (1976-2016). Predict the reactants needed to synthesize the given product. Given the product [CH2:23]([O:25][C:26]([C:28]1[N:29]([CH2:39][CH:40]=[CH2:41])[CH:30]=[C:31]([C:33]([C:2]2[CH:3]=[C:4]3[C:8](=[CH:9][CH:10]=2)[N:7]([C:11]2[CH:16]=[CH:15][C:14]([F:17])=[CH:13][CH:12]=2)[N:6]=[CH:5]3)([OH:38])[C:34]([F:36])([F:35])[F:37])[CH:32]=1)=[O:27])[CH3:24], predict the reactants needed to synthesize it. The reactants are: Br[C:2]1[CH:3]=[C:4]2[C:8](=[CH:9][CH:10]=1)[N:7]([C:11]1[CH:16]=[CH:15][C:14]([F:17])=[CH:13][CH:12]=1)[N:6]=[CH:5]2.[Li]CCCC.[CH2:23]([O:25][C:26]([C:28]1[N:29]([CH2:39][CH:40]=[CH2:41])[CH:30]=[C:31]([C:33](=[O:38])[C:34]([F:37])([F:36])[F:35])[CH:32]=1)=[O:27])[CH3:24].